This data is from Forward reaction prediction with 1.9M reactions from USPTO patents (1976-2016). The task is: Predict the product of the given reaction. (1) Given the reactants [CH3:1][N:2]([CH3:6])[CH2:3][CH2:4][OH:5].[H-].[Na+].[NH:9]1[CH:13]=[CH:12][N:11]=[C:10]1[C:14]1[CH:15]=[CH:16][C:17]([CH3:38])=[C:18]([NH:20][C:21](=[O:37])[C:22]2[CH:27]=[CH:26][C:25]([O:28][CH2:29][C:30]3[CH:35]=[CH:34][CH:33]=[C:32](Br)[N:31]=3)=[CH:24][CH:23]=2)[CH:19]=1, predict the reaction product. The product is: [NH:9]1[CH:13]=[CH:12][N:11]=[C:10]1[C:14]1[CH:15]=[CH:16][C:17]([CH3:38])=[C:18]([NH:20][C:21](=[O:37])[C:22]2[CH:23]=[CH:24][C:25]([O:28][CH2:29][C:30]3[CH:35]=[CH:34][CH:33]=[C:32]([O:5][CH2:4][CH2:3][N:2]([CH3:6])[CH3:1])[N:31]=3)=[CH:26][CH:27]=2)[CH:19]=1. (2) Given the reactants Br[C:2]1[CH:3]=[C:4]([CH2:9][NH:10][C:11](=[O:38])[CH2:12][CH2:13][C:14]([NH:16][CH2:17][C:18]2[C:19]([NH:31][CH:32]3[CH2:37][CH2:36][O:35][CH2:34][CH2:33]3)=[C:20]3[CH:28]=[N:27][N:26]([CH2:29][CH3:30])[C:21]3=[N:22][C:23]=2[CH2:24][CH3:25])=[O:15])[CH:5]=[CH:6][C:7]=1[CH3:8].[CH:39]([C:41]1[CH:42]=[C:43](B(O)O)[CH:44]=[CH:45][CH:46]=1)=[O:40].C(=O)([O-])[O-].[Na+].[Na+], predict the reaction product. The product is: [CH2:29]([N:26]1[C:21]2=[N:22][C:23]([CH2:24][CH3:25])=[C:18]([CH2:17][NH:16][C:14](=[O:15])[CH2:13][CH2:12][C:11]([NH:10][CH2:9][C:4]3[CH:3]=[C:2]([C:45]4[CH:44]=[CH:43][CH:42]=[C:41]([CH:39]=[O:40])[CH:46]=4)[C:7]([CH3:8])=[CH:6][CH:5]=3)=[O:38])[C:19]([NH:31][CH:32]3[CH2:37][CH2:36][O:35][CH2:34][CH2:33]3)=[C:20]2[CH:28]=[N:27]1)[CH3:30]. (3) The product is: [Br:1][C:2]1[CH:3]=[N:4][C:5]2[N:6]([N:8]=[C:9]([C:11]([N:16]3[CH2:17][CH2:18][C:19]4[S:23][C:22]([CH3:24])=[C:21]([CH3:25])[C:20]=4[N:15]3[CH3:14])=[O:13])[CH:10]=2)[CH:7]=1. Given the reactants [Br:1][C:2]1[CH:3]=[N:4][C:5]2[N:6]([N:8]=[C:9]([C:11]([OH:13])=O)[CH:10]=2)[CH:7]=1.[CH3:14][N:15]1[C:20]2[C:21]([CH3:25])=[C:22]([CH3:24])[S:23][C:19]=2[CH2:18][CH2:17][NH:16]1, predict the reaction product. (4) Given the reactants [Cl:1][C:2]1[CH:7]=[CH:6][C:5]([OH:8])=[CH:4][C:3]=1[N+:9]([O-:11])=[O:10].Br[CH2:13][C:14]1[CH:19]=[CH:18][CH:17]=[CH:16][C:15]=1[CH3:20], predict the reaction product. The product is: [Cl:1][C:2]1[CH:7]=[CH:6][C:5]([O:8][CH2:13][C:14]2[CH:19]=[CH:18][CH:17]=[CH:16][C:15]=2[CH3:20])=[CH:4][C:3]=1[N+:9]([O-:11])=[O:10]. (5) Given the reactants F[C:2]1[N:7]2[CH:8]=[C:9]([CH2:11][N:12]3[C@H:25]4[C@H:16]([CH2:17][CH2:18][C:19]5[C:24]4=[N:23][CH:22]=[CH:21][CH:20]=5)[CH2:15][CH2:14][CH2:13]3)[N:10]=[C:6]2[CH:5]=[CH:4][CH:3]=1.[NH:26]1[CH2:31][CH2:30][CH:29]([NH:32][C:33](=[O:39])[O:34][C:35]([CH3:38])([CH3:37])[CH3:36])[CH2:28][CH2:27]1.O, predict the reaction product. The product is: [N:12]1([CH2:11][C:9]2[N:10]=[C:6]3[CH:5]=[CH:4][CH:3]=[C:2]([N:26]4[CH2:27][CH2:28][CH:29]([NH:32][C:33](=[O:39])[O:34][C:35]([CH3:37])([CH3:36])[CH3:38])[CH2:30][CH2:31]4)[N:7]3[CH:8]=2)[C@H:25]2[C@H:16]([CH2:17][CH2:18][C:19]3[C:24]2=[N:23][CH:22]=[CH:21][CH:20]=3)[CH2:15][CH2:14][CH2:13]1. (6) Given the reactants [OH:1][C@H:2]([C:13]1[CH:22]=[CH:21][C:16]2[C:17](=[O:20])[O:18][CH2:19][C:15]=2[C:14]=1[CH3:23])[CH2:3][N:4]1[CH2:9][CH2:8][CH:7]([CH2:10][NH:11][CH3:12])[CH2:6][CH2:5]1, predict the reaction product. The product is: [CH3:23][C:14]1[C:15]2[CH2:19][O:18][C:17](=[O:20])[C:16]=2[CH:21]=[CH:22][C:13]=1[C@@H:2]1[CH2:3][O:1]1.[OH:1][C@H:2]([C:13]1[CH:22]=[CH:21][C:16]2[C:17](=[O:20])[O:18][CH2:19][C:15]=2[C:14]=1[CH3:23])[CH2:3][N:4]1[CH2:9][CH2:8][CH:7]([CH2:10][N:11]([CH2:3][C@H:2]([OH:1])[C:13]2[CH:22]=[CH:21][C:16]3[C:17](=[O:20])[O:18][CH2:19][C:15]=3[C:14]=2[CH3:23])[CH3:12])[CH2:6][CH2:5]1. (7) Given the reactants [NH2:1][C:2]1[C:11]2[N:10]=[CH:9][C:8]([CH2:12][CH2:13][C:14]3[CH:19]=[CH:18][C:17]([O:20][CH3:21])=[CH:16][C:15]=3[CH3:22])=[CH:7][C:6]=2[C:5]2[CH:23]=[CH:24][C:25]([CH:27]([OH:39])[C:28]([P:31](=[O:38])([O:35][CH2:36][CH3:37])[O:32][CH2:33][CH3:34])([F:30])[F:29])=[CH:26][C:4]=2[N:3]=1.CS(C)=O.C(OCC)(=O)C, predict the reaction product. The product is: [NH2:1][C:2]1[C:11]2[N:10]=[CH:9][C:8]([CH2:12][CH2:13][C:14]3[CH:19]=[CH:18][C:17]([O:20][CH3:21])=[CH:16][C:15]=3[CH3:22])=[CH:7][C:6]=2[C:5]2[CH:23]=[CH:24][C:25]([C:27](=[O:39])[C:28]([P:31](=[O:38])([O:35][CH2:36][CH3:37])[O:32][CH2:33][CH3:34])([F:29])[F:30])=[CH:26][C:4]=2[N:3]=1. (8) Given the reactants C(=O)([O-])[O-].[K+].[K+].[Br:7][C:8]1[C:13]([F:14])=[CH:12][C:11]([OH:15])=[C:10]([F:16])[CH:9]=1.Br[CH:18]1[CH2:22][CH2:21][N:20]([CH:23]2[CH2:28][CH2:27][N:26]([C:29]([O:31][C:32]([CH3:35])([CH3:34])[CH3:33])=[O:30])[CH2:25][CH2:24]2)[C:19]1=[O:36], predict the reaction product. The product is: [Br:7][C:8]1[C:13]([F:14])=[CH:12][C:11]([O:15][CH:18]2[CH2:22][CH2:21][N:20]([CH:23]3[CH2:24][CH2:25][N:26]([C:29]([O:31][C:32]([CH3:34])([CH3:33])[CH3:35])=[O:30])[CH2:27][CH2:28]3)[C:19]2=[O:36])=[C:10]([F:16])[CH:9]=1.